Dataset: Full USPTO retrosynthesis dataset with 1.9M reactions from patents (1976-2016). Task: Predict the reactants needed to synthesize the given product. Given the product [Cl:28][C:26]1[CH:25]=[CH:24][C:23]([O:29][CH3:30])=[C:22]([C:21]2[C:20]3[C:15](=[CH:16][CH:17]=[C:18]([C:31]([F:32])([F:33])[F:34])[CH:19]=3)[NH:14][C:13](=[O:35])[C:12]=2[S:11][C:8]2[CH:9]=[CH:10][C:5]([C:4]([OH:36])=[O:3])=[CH:6][CH:7]=2)[CH:27]=1, predict the reactants needed to synthesize it. The reactants are: C([O:3][C:4](=[O:36])[C:5]1[CH:10]=[CH:9][C:8]([S:11][C:12]2[C:13](=[O:35])[NH:14][C:15]3[C:20]([C:21]=2[C:22]2[CH:27]=[C:26]([Cl:28])[CH:25]=[CH:24][C:23]=2[O:29][CH3:30])=[CH:19][C:18]([C:31]([F:34])([F:33])[F:32])=[CH:17][CH:16]=3)=[CH:7][CH:6]=1)C.[OH-].[Na+].Cl.